This data is from Catalyst prediction with 721,799 reactions and 888 catalyst types from USPTO. The task is: Predict which catalyst facilitates the given reaction. (1) Reactant: [NH2:1][C:2]1[CH:3]=[C:4]([CH:11]=[CH:12][C:13]=1[N:14]1[CH2:19][CH2:18][CH:17]([CH2:20][CH2:21][N:22]2[CH2:27][CH2:26][CH2:25][CH2:24][CH2:23]2)[CH2:16][CH2:15]1)[C:5]([NH:7][CH:8]1[CH2:10][CH2:9]1)=[O:6].[Cl:28][C:29]1[CH:30]=[C:31]([CH:35]=[CH:36][CH:37]=1)[C:32](Cl)=[O:33]. Product: [Cl:28][C:29]1[CH:30]=[C:31]([CH:35]=[CH:36][CH:37]=1)[C:32]([NH:1][C:2]1[CH:3]=[C:4]([CH:11]=[CH:12][C:13]=1[N:14]1[CH2:15][CH2:16][CH:17]([CH2:20][CH2:21][N:22]2[CH2:27][CH2:26][CH2:25][CH2:24][CH2:23]2)[CH2:18][CH2:19]1)[C:5]([NH:7][CH:8]1[CH2:10][CH2:9]1)=[O:6])=[O:33]. The catalyst class is: 10. (2) Reactant: [F:1][C:2]1[CH:11]=[C:10]2[C:5]([C:6]([N:23]3[C:31]4[C:26](=[CH:27][CH:28]=[C:29](I)[CH:30]=4)[C:25]([CH3:34])([CH3:33])[CH2:24]3)=[C:7]([CH3:22])[C:8]([C:12]3[CH:17]=[CH:16][CH:15]=[CH:14][C:13]=3[S:18]([CH3:21])(=[O:20])=[O:19])=[N:9]2)=[CH:4][CH:3]=1.[NH:35]1[CH2:40][CH2:39][O:38][CH2:37][CH2:36]1.C1(P(C2CCCCC2)C2(C(C)C)CC(C(C)C)=CC(C(C)C)=C2C2C=CC=CC=2)CCCCC1.CC(C)([O-])C.[Na+]. Product: [CH3:34][C:25]1([CH3:33])[C:26]2[C:31](=[CH:30][C:29]([N:35]3[CH2:40][CH2:39][O:38][CH2:37][CH2:36]3)=[CH:28][CH:27]=2)[N:23]([C:6]2[C:5]3[C:10](=[CH:11][C:2]([F:1])=[CH:3][CH:4]=3)[N:9]=[C:8]([C:12]3[CH:17]=[CH:16][CH:15]=[CH:14][C:13]=3[S:18]([CH3:21])(=[O:20])=[O:19])[C:7]=2[CH3:22])[CH2:24]1. The catalyst class is: 101.